Dataset: NCI-60 drug combinations with 297,098 pairs across 59 cell lines. Task: Regression. Given two drug SMILES strings and cell line genomic features, predict the synergy score measuring deviation from expected non-interaction effect. (1) Drug 1: C1CCC(CC1)NC(=O)N(CCCl)N=O. Drug 2: COCCOC1=C(C=C2C(=C1)C(=NC=N2)NC3=CC=CC(=C3)C#C)OCCOC.Cl. Cell line: NCI/ADR-RES. Synergy scores: CSS=16.2, Synergy_ZIP=-5.02, Synergy_Bliss=2.09, Synergy_Loewe=1.68, Synergy_HSA=1.74. (2) Cell line: SF-268. Drug 2: CC12CCC3C(C1CCC2OP(=O)(O)O)CCC4=C3C=CC(=C4)OC(=O)N(CCCl)CCCl.[Na+]. Synergy scores: CSS=3.51, Synergy_ZIP=-0.408, Synergy_Bliss=1.01, Synergy_Loewe=-0.177, Synergy_HSA=-0.518. Drug 1: C1=CC(=CC=C1C#N)C(C2=CC=C(C=C2)C#N)N3C=NC=N3. (3) Drug 1: CC12CCC3C(C1CCC2=O)CC(=C)C4=CC(=O)C=CC34C. Drug 2: CS(=O)(=O)OCCCCOS(=O)(=O)C. Cell line: MCF7. Synergy scores: CSS=16.6, Synergy_ZIP=-3.66, Synergy_Bliss=1.08, Synergy_Loewe=-9.51, Synergy_HSA=0.598.